Predict the reaction yield, written as a fraction of the theoretical maximum amount of product (1.0 means a 100% yield; for example, 0.34 means a 34% yield). From a dataset of Reaction yield outcomes from USPTO patents with 853,638 reactions. The reactants are [Br:1][C:2]1[CH:7]=[CH:6][C:5]([C:8]2[C:12]3[CH2:13][N:14]([C:17](=[O:19])[CH3:18])[CH2:15][CH2:16][C:11]=3[N:10]([CH2:20][C@H:21]3[CH2:23][O:22]3)[N:9]=2)=[CH:4][CH:3]=1.[CH3:24][C:25]1[CH:30]=[CH:29][C:28]([Cl:31])=[CH:27][C:26]=1[N:32]1[CH2:37][CH2:36][NH:35][CH2:34][CH2:33]1. The yield is 0.610. The product is [Br:1][C:2]1[CH:3]=[CH:4][C:5]([C:8]2[C:12]3[CH2:13][N:14]([C:17](=[O:19])[CH3:18])[CH2:15][CH2:16][C:11]=3[N:10]([CH2:20][C@H:21]([OH:22])[CH2:23][N:35]3[CH2:34][CH2:33][N:32]([C:26]4[CH:27]=[C:28]([Cl:31])[CH:29]=[CH:30][C:25]=4[CH3:24])[CH2:37][CH2:36]3)[N:9]=2)=[CH:6][CH:7]=1. The catalyst is CCO.C(Cl)Cl.